Dataset: Catalyst prediction with 721,799 reactions and 888 catalyst types from USPTO. Task: Predict which catalyst facilitates the given reaction. Reactant: [CH2:1]([CH:3]([O:6][C:7]1[C:16]2[NH:15][C:14](=O)[CH2:13][N:12]([C:18]3[C:23]([CH3:24])=[CH:22][C:21]([CH3:25])=[CH:20][C:19]=3[CH3:26])[C:11]=2[N:10]=[C:9]([CH3:27])[CH:8]=1)[CH2:4][CH3:5])[CH3:2].CSC.B. Product: [CH2:1]([CH:3]([O:6][C:7]1[C:16]2[NH:15][CH2:14][CH2:13][N:12]([C:18]3[C:23]([CH3:24])=[CH:22][C:21]([CH3:25])=[CH:20][C:19]=3[CH3:26])[C:11]=2[N:10]=[C:9]([CH3:27])[CH:8]=1)[CH2:4][CH3:5])[CH3:2]. The catalyst class is: 1.